Dataset: Forward reaction prediction with 1.9M reactions from USPTO patents (1976-2016). Task: Predict the product of the given reaction. (1) Given the reactants [Cl:1][C:2]1[C:3]([F:34])=[C:4]([CH:31]=[CH:32][CH:33]=1)[CH2:5][C:6]1[C:7]([F:30])=[N:8][C:9](F)=[C:10]([CH:28]=1)[C:11]([C:13](=[CH:19][NH:20][C@@H:21]([C:24]([CH3:27])([CH3:26])[CH3:25])[CH2:22][OH:23])[C:14]([O:16][CH2:17][CH3:18])=[O:15])=[O:12].C(=O)([O-])[O-].[K+].[K+], predict the reaction product. The product is: [CH2:17]([O:16][C:14]([C:13]1[C:11](=[O:12])[C:10]2[C:9](=[N:8][C:7]([F:30])=[C:6]([CH2:5][C:4]3[CH:31]=[CH:32][CH:33]=[C:2]([Cl:1])[C:3]=3[F:34])[CH:28]=2)[N:20]([C@H:21]([CH2:22][OH:23])[C:24]([CH3:25])([CH3:26])[CH3:27])[CH:19]=1)=[O:15])[CH3:18]. (2) Given the reactants C1C=CC2N(O)N=NC=2C=1.CCN=C=NCCCN(C)C.Cl.N(C(OCC1C2C(=CC=CC=2)C2C1=CC=CC=2)=O)[C@H](C(O)=O)CC(=O)OC(C)(C)C.CN1CCOCC1.[NH:60](C(OCC1C2C(=CC=CC=2)C2C1=CC=CC=2)=O)[C@H:61]([C:70]([NH:72][C@H:73]([C:78]([NH:80][C@H:81]([C:106]([NH2:108])=[O:107])[CH2:82][CH2:83][CH2:84][NH:85][C:86](=[NH:105])[NH:87][S:88]([C:91]1[C:103]([CH3:104])=[C:102]2[C:96]([O:97][C:98]([CH2:101]2)([CH3:100])[CH3:99])=[C:94]([CH3:95])[C:92]=1[CH3:93])(=[O:90])=[O:89])=[O:79])[CH2:74][CH:75]([CH3:77])[CH3:76])=[O:71])[CH2:62][C:63](=[O:69])[O:64][C:65]([CH3:68])([CH3:67])[CH3:66].N1CCCCC1, predict the reaction product. The product is: [NH2:60][C@H:61]([C:70]([NH:72][C@H:73]([C:78]([NH:80][C@H:81]([C:106]([NH2:108])=[O:107])[CH2:82][CH2:83][CH2:84][NH:85][C:86](=[NH:105])[NH:87][S:88]([C:91]1[C:103]([CH3:104])=[C:102]2[C:96]([O:97][C:98]([CH2:101]2)([CH3:99])[CH3:100])=[C:94]([CH3:95])[C:92]=1[CH3:93])(=[O:90])=[O:89])=[O:79])[CH2:74][CH:75]([CH3:77])[CH3:76])=[O:71])[CH2:62][C:63](=[O:69])[O:64][C:65]([CH3:67])([CH3:66])[CH3:68]. (3) Given the reactants Br[C:2]1[C:6]2[N:7]=[C:8]([Cl:12])[N:9]=[C:10]([NH2:11])[C:5]=2[S:4][CH:3]=1.[NH2:13][C:14]1[CH:15]=[C:16](B(O)O)[CH:17]=[CH:18][CH:19]=1, predict the reaction product. The product is: [NH2:13][C:14]1[CH:19]=[C:18]([C:2]2[C:6]3[N:7]=[C:8]([Cl:12])[N:9]=[C:10]([NH2:11])[C:5]=3[S:4][CH:3]=2)[CH:17]=[CH:16][CH:15]=1.